Dataset: Experimentally validated miRNA-target interactions with 360,000+ pairs, plus equal number of negative samples. Task: Binary Classification. Given a miRNA mature sequence and a target amino acid sequence, predict their likelihood of interaction. The miRNA is hsa-miR-125b-5p with sequence UCCCUGAGACCCUAACUUGUGA. The protein sequence of the target gene is MRAVPLPAPLLPLLLLALLAAPAARASRAESVSAPWPEPERESRPPPGPGPGNTTRFGSGAAGGSGSSSSNSSGDALVTRISILLRDLPTLKAAVIVAFAFTTLLIACLLLRVFRSGKRLKKTRKYDIITTPAERVEMAPLNEEDDEDEDSTVFDIKYR. Result: 1 (interaction).